From a dataset of Catalyst prediction with 721,799 reactions and 888 catalyst types from USPTO. Predict which catalyst facilitates the given reaction. (1) Reactant: [NH2:1][C:2]1[N:3]([CH3:30])[C:4](=[O:29])[C:5]([C:20]2[CH:21]=[C:22]([CH:27]=[O:28])[N:23]([CH2:25][CH3:26])[CH:24]=2)([C:7]2[CH:12]=[CH:11][CH:10]=[C:9]([C:13]3[C:14]([F:19])=[N:15][CH:16]=[CH:17][CH:18]=3)[CH:8]=2)[N:6]=1.[CH3:31][CH2:32][Mg+].[Br-].[Cl-].[NH4+]. Product: [NH2:1][C:2]1[N:3]([CH3:30])[C:4](=[O:29])[C:5]([C:20]2[CH:21]=[C:22]([CH:27]([OH:28])[CH2:31][CH3:32])[N:23]([CH2:25][CH3:26])[CH:24]=2)([C:7]2[CH:12]=[CH:11][CH:10]=[C:9]([C:13]3[C:14]([F:19])=[N:15][CH:16]=[CH:17][CH:18]=3)[CH:8]=2)[N:6]=1. The catalyst class is: 266. (2) The catalyst class is: 2. Reactant: [OH:1][C:2]1[CH:11]=[C:10]2[C:5]([C:6](=[O:20])[N:7]([CH2:12][O:13][C:14](=[O:19])[C:15]([CH3:18])([CH3:17])[CH3:16])[CH:8]=[N:9]2)=[CH:4][C:3]=1[O:21][CH3:22].C1(P(C2C=CC=CC=2)C2C=CC=CC=2)C=CC=CC=1.[Br:42][CH2:43][CH2:44][CH2:45]O.N(C(OCC)=O)=NC(OCC)=O. Product: [Br:42][CH2:43][CH2:44][CH2:45][O:1][C:2]1[CH:11]=[C:10]2[C:5]([C:6](=[O:20])[N:7]([CH2:12][O:13][C:14](=[O:19])[C:15]([CH3:16])([CH3:17])[CH3:18])[CH:8]=[N:9]2)=[CH:4][C:3]=1[O:21][CH3:22]. (3) Reactant: [OH:1][N:2]=[C:3]([C:6]1[CH:11]=[CH:10][CH:9]=[C:8]([O:12][C:13]2[CH:18]=[CH:17][CH:16]=[CH:15][CH:14]=2)[CH:7]=1)[C:4]#N.[OH-:19].[K+].[CH2:21]([OH:23])C.Cl. Product: [OH:1]/[N:2]=[C:3](/[C:6]1[CH:11]=[CH:10][CH:9]=[C:8]([O:12][C:13]2[CH:18]=[CH:17][CH:16]=[CH:15][CH:14]=2)[CH:7]=1)\[C:4]([O:23][CH3:21])=[O:19]. The catalyst class is: 6. (4) Reactant: [O:1]1[C:5]2[CH:6]=[CH:7][C:8]([CH2:10][N:11]3[C:23](=[O:24])[C:22]4[C:13](=[C:14]([OH:26])[C:15]5[N:16]=[CH:17][CH:18]=[N:19][C:20]=5[C:21]=4[OH:25])[C:12]3=[O:27])=[CH:9][C:4]=2[O:3][CH2:2]1.[C:28](O)(=[O:40])[CH2:29][CH2:30][CH2:31][CH2:32][CH2:33][CH2:34][CH2:35][CH2:36][CH2:37][CH2:38][CH3:39].F[B-](F)(F)F.N1(OC(N(C)C)=[N+](C)C)C2C=CC=CC=2N=N1.C(N(CC)CC)C. Product: [O:1]1[C:5]2[CH:6]=[CH:7][C:8]([CH2:10][N:11]3[C:12](=[O:27])[C:13]4[C:22](=[C:21]([OH:25])[C:20]5[N:19]=[CH:18][CH:17]=[N:16][C:15]=5[C:14]=4[O:26][C:28](=[O:40])[CH2:29][CH2:30][CH2:31][CH2:32][CH2:33][CH2:34][CH2:35][CH2:36][CH2:37][CH2:38][CH3:39])[C:23]3=[O:24])=[CH:9][C:4]=2[O:3][CH2:2]1. The catalyst class is: 35.